Dataset: NCI-60 drug combinations with 297,098 pairs across 59 cell lines. Task: Regression. Given two drug SMILES strings and cell line genomic features, predict the synergy score measuring deviation from expected non-interaction effect. (1) Cell line: MOLT-4. Drug 2: C1CN1C2=NC(=NC(=N2)N3CC3)N4CC4. Drug 1: CC=C1C(=O)NC(C(=O)OC2CC(=O)NC(C(=O)NC(CSSCCC=C2)C(=O)N1)C(C)C)C(C)C. Synergy scores: CSS=61.0, Synergy_ZIP=-1.83, Synergy_Bliss=-2.94, Synergy_Loewe=-8.82, Synergy_HSA=-1.98. (2) Drug 1: C1CCN(CC1)CCOC2=CC=C(C=C2)C(=O)C3=C(SC4=C3C=CC(=C4)O)C5=CC=C(C=C5)O. Drug 2: CCC1=C2CN3C(=CC4=C(C3=O)COC(=O)C4(CC)O)C2=NC5=C1C=C(C=C5)O. Cell line: UO-31. Synergy scores: CSS=24.2, Synergy_ZIP=-7.05, Synergy_Bliss=0.571, Synergy_Loewe=-17.3, Synergy_HSA=3.01.